This data is from Peptide-MHC class II binding affinity with 134,281 pairs from IEDB. The task is: Regression. Given a peptide amino acid sequence and an MHC pseudo amino acid sequence, predict their binding affinity value. This is MHC class II binding data. (1) The peptide sequence is EKVYTMDGEYRLRGEERK. The MHC is DRB1_0404 with pseudo-sequence DRB1_0404. The binding affinity (normalized) is 0. (2) The MHC is DRB1_0401 with pseudo-sequence DRB1_0401. The binding affinity (normalized) is 0. The peptide sequence is RSATLASSETGVG. (3) The MHC is DRB1_0802 with pseudo-sequence DRB1_0802. The binding affinity (normalized) is 0.373. The peptide sequence is RDGQLTIKAERTEQK. (4) The peptide sequence is VLIWVGINTRNMTMSK. The MHC is DRB1_0701 with pseudo-sequence DRB1_0701. The binding affinity (normalized) is 0.728. (5) The peptide sequence is ELQVIEKVDAAFKVA. The MHC is DRB1_0901 with pseudo-sequence DRB1_0901. The binding affinity (normalized) is 0.459.